This data is from Forward reaction prediction with 1.9M reactions from USPTO patents (1976-2016). The task is: Predict the product of the given reaction. (1) Given the reactants [C:1]([NH:5][CH3:6])([CH3:4])([CH3:3])[CH3:2].Cl[O-].[Na+].[S:10]1[C:14]2[CH:15]=[CH:16][CH:17]=[CH:18][C:13]=2[N:12]=[C:11]1[S:19][S:19][C:11]1[S:10][C:14]2[CH:15]=[CH:16][CH:17]=[CH:18][C:13]=2[N:12]=1.[OH-].[Na+], predict the reaction product. The product is: [CH3:6][N:5]([C:1]([CH3:4])([CH3:3])[CH3:2])[S:19][C:11]1[S:10][C:14]2[CH:15]=[CH:16][CH:17]=[CH:18][C:13]=2[N:12]=1. (2) Given the reactants [CH2:1]([O:3][C:4](=[O:21])[CH2:5][CH:6]1[CH2:11][CH2:10][N:9]([C:12]2[CH:17]=[CH:16][C:15]([N+:18]([O-])=O)=[CH:14][N:13]=2)[CH2:8][CH2:7]1)[CH3:2].[H][H], predict the reaction product. The product is: [CH2:1]([O:3][C:4](=[O:21])[CH2:5][CH:6]1[CH2:11][CH2:10][N:9]([C:12]2[CH:17]=[CH:16][C:15]([NH2:18])=[CH:14][N:13]=2)[CH2:8][CH2:7]1)[CH3:2]. (3) Given the reactants Br[C:2]1[N:3]=[C:4]([O:28][CH3:29])[C:5]([N:8](COCC[Si](C)(C)C)[S:9]([C:12]2[CH:17]=[CH:16][CH:15]=[C:14]([Cl:18])[C:13]=2[Cl:19])(=[O:11])=[O:10])=[N:6][CH:7]=1.[CH3:30][O:31][C:32](=[O:35])[CH2:33][SH:34].[C:36](=O)([O-])[O-].[Cs+].[Cs+], predict the reaction product. The product is: [C:32]([O:31][CH2:30][CH3:2])(=[O:35])[CH3:33].[CH3:12][CH2:17][CH2:16][CH:15]([CH3:14])[CH3:36].[CH3:30][O:31][C:32](=[O:35])[CH2:33][S:34][C:2]1[CH:7]=[N:6][C:5]([NH:8][S:9]([C:12]2[CH:17]=[CH:16][CH:15]=[C:14]([Cl:18])[C:13]=2[Cl:19])(=[O:10])=[O:11])=[C:4]([O:28][CH3:29])[N:3]=1. (4) Given the reactants C([O:4][C:5]1[CH:12]=[CH:11][C:8]([CH:9]=[O:10])=[CH:7][CH:6]=1)C=C.C[N+]1([O-])CC[O:17]CC1.[CH3:21][C:22]([CH3:24])=[O:23], predict the reaction product. The product is: [OH:23][CH:22]([CH2:24][OH:17])[CH2:21][O:4][C:5]1[CH:12]=[CH:11][C:8]([CH:9]=[O:10])=[CH:7][CH:6]=1.